Predict which catalyst facilitates the given reaction. From a dataset of Catalyst prediction with 721,799 reactions and 888 catalyst types from USPTO. (1) Reactant: [CH2:1]([O:3][C:4](=[O:9])[CH2:5][C:6]([O-:8])=O)[CH3:2].[K+].C(N(CC)CC)C.[Mg+2].[Cl-].[Cl-].[Cl:21][C:22]1[CH:23]=[CH:24][C:25]([O:31][CH:32]2[CH2:34][CH2:33]2)=[C:26]([CH:30]=1)C(Cl)=O. Product: [Cl:21][C:22]1[CH:23]=[CH:24][C:25]([O:31][CH:32]2[CH2:34][CH2:33]2)=[C:26]([C:6](=[O:8])[CH2:5][C:4]([O:3][CH2:1][CH3:2])=[O:9])[CH:30]=1. The catalyst class is: 10. (2) Reactant: Br[C:2]1[N:18]([C@@H:19]2[CH2:23][CH2:22][N:21]([C:24]([O:26][C:27]([CH3:30])([CH3:29])[CH3:28])=[O:25])[CH2:20]2)[C:5]2[N:6]=[CH:7][N:8]=[C:9]([NH:10]C(OC(C)(C)C)=O)[C:4]=2[C:3]=1[C:31]1[CH:36]=[CH:35][C:34]([O:37][C:38]2[CH:43]=[CH:42][CH:41]=[CH:40][CH:39]=2)=[CH:33][CH:32]=1.[O:44]1[CH:48]=[CH:47][N:46]=[CH:45]1.CC([O-])(C)C.[K+]. Product: [NH2:10][C:9]1[C:4]2[C:3]([C:31]3[CH:36]=[CH:35][C:34]([O:37][C:38]4[CH:39]=[CH:40][CH:41]=[CH:42][CH:43]=4)=[CH:33][CH:32]=3)=[C:2]([C:45]3[O:44][CH:48]=[CH:47][N:46]=3)[N:18]([C@@H:19]3[CH2:23][CH2:22][N:21]([C:24]([O:26][C:27]([CH3:30])([CH3:29])[CH3:28])=[O:25])[CH2:20]3)[C:5]=2[N:6]=[CH:7][N:8]=1. The catalyst class is: 77. (3) Reactant: [F:1][C:2]1[CH:7]=[CH:6][C:5]([O:8][CH3:9])=[CH:4][C:3]=1[C:10]1[CH:11]=[CH:12][C:13]([CH:21](O)[CH2:22][C:23]2[CH:28]=[CH:27][CH:26]=[C:25]([CH2:29][O:30][CH:31]3[CH2:36][CH2:35][CH2:34][CH2:33][O:32]3)[CH:24]=2)=[N:14][C:15]=1[CH2:16][C:17]([CH3:20])([CH3:19])[CH3:18].COCCN(S(F)(F)[F:48])CCOC.C(=O)([O-])O.[Na+]. Product: [F:48][CH:21]([C:13]1[N:14]=[C:15]([CH2:16][C:17]([CH3:20])([CH3:19])[CH3:18])[C:10]([C:3]2[CH:4]=[C:5]([O:8][CH3:9])[CH:6]=[CH:7][C:2]=2[F:1])=[CH:11][CH:12]=1)[CH2:22][C:23]1[CH:28]=[CH:27][CH:26]=[C:25]([CH2:29][O:30][CH:31]2[CH2:36][CH2:35][CH2:34][CH2:33][O:32]2)[CH:24]=1. The catalyst class is: 11. (4) The catalyst class is: 1. Reactant: [CH3:1][O:2][CH2:3][O:4][C:5]1[CH:31]=[CH:30][C:8]2[CH2:9][C:10]([C:13]3[CH:18]=[CH:17][C:16]([O:19][Si](C(C)C)(C(C)C)C(C)C)=[CH:15][N:14]=3)([CH3:12])[O:11][C:7]=2[CH:6]=1.[F-].C([N+](CCCC)(CCCC)CCCC)CCC. Product: [CH3:1][O:2][CH2:3][O:4][C:5]1[CH:31]=[CH:30][C:8]2[CH2:9][C:10]([C:13]3[N:14]=[CH:15][C:16]([OH:19])=[CH:17][CH:18]=3)([CH3:12])[O:11][C:7]=2[CH:6]=1.